This data is from Forward reaction prediction with 1.9M reactions from USPTO patents (1976-2016). The task is: Predict the product of the given reaction. (1) The product is: [Br:32][C:33]1[CH:39]=[CH:38][C:37]([Br:40])=[CH:36][C:34]=1[NH:35][C:14]([C@@H:9]1[CH2:10][C@H:11]([CH3:13])[CH2:12][N:8]1[C:6]([O:5][C:1]([CH3:2])([CH3:3])[CH3:4])=[O:7])=[O:16]. Given the reactants [C:1]([O:5][C:6]([N:8]1[CH2:12][C@@H:11]([CH3:13])[CH2:10][C@H:9]1[C:14]([OH:16])=O)=[O:7])([CH3:4])([CH3:3])[CH3:2].C(N(CC)CC)C.C(Cl)(=O)OCC(C)C.[Br:32][C:33]1[CH:39]=[CH:38][C:37]([Br:40])=[CH:36][C:34]=1[NH2:35], predict the reaction product. (2) Given the reactants [C:1]([C:5]1[N:10]=[C:9]2[NH:11][N:12]=[CH:13][C:8]2=[C:7]([N:14]2[CH2:18][CH2:17][C:16]([F:20])([F:19])[CH2:15]2)[N:6]=1)([CH3:4])([CH3:3])[CH3:2].Br[CH2:22][CH2:23][C:24]1[CH:29]=[CH:28][CH:27]=[CH:26][CH:25]=1, predict the reaction product. The product is: [C:1]([C:5]1[N:10]=[C:9]2[N:11]([CH2:22][CH2:23][C:24]3[CH:29]=[CH:28][CH:27]=[CH:26][CH:25]=3)[N:12]=[CH:13][C:8]2=[C:7]([N:14]2[CH2:18][CH2:17][C:16]([F:19])([F:20])[CH2:15]2)[N:6]=1)([CH3:4])([CH3:2])[CH3:3]. (3) The product is: [CH3:13][O:14][C:15]([C:17]1([F:39])[CH2:21][CH2:20][N:19]([C:22]([O:24][C:25]([CH3:28])([CH3:27])[CH3:26])=[O:23])[CH2:18]1)=[O:16]. Given the reactants C([Li])CCC.C(NC(C)C)(C)C.[CH3:13][O:14][C:15]([CH:17]1[CH2:21][CH2:20][N:19]([C:22]([O:24][C:25]([CH3:28])([CH3:27])[CH3:26])=[O:23])[CH2:18]1)=[O:16].C1C=CC(S(N(S(C2C=CC=CC=2)(=O)=O)[F:39])(=O)=O)=CC=1, predict the reaction product. (4) Given the reactants [Cl:1][C:2]1[CH:7]=[CH:6][C:5]([C:8]([CH3:26])([CH3:25])[C:9]([N:11]2[CH2:15][CH:14]([CH2:16][OH:17])[CH:13]([C:18]3[CH:23]=[CH:22][CH:21]=[CH:20][C:19]=3O)[CH2:12]2)=[O:10])=[CH:4][CH:3]=1.C1(P(C2C=CC=CC=2)C2C=CC=CC=2)C=CC=CC=1.N(C(OC(C)C)=O)=NC(OC(C)C)=O.O1CCCC1, predict the reaction product. The product is: [Cl:1][C:2]1[CH:7]=[CH:6][C:5]([C:8]([CH3:25])([CH3:26])[C:9]([N:11]2[CH2:12][CH:13]3[C:18]4[CH:19]=[CH:20][CH:21]=[CH:22][C:23]=4[O:17][CH2:16][CH:14]3[CH2:15]2)=[O:10])=[CH:4][CH:3]=1.